From a dataset of hERG channel blocking data for cardiac toxicity assessment. Regression/Classification. Given a drug SMILES string, predict its toxicity properties. Task type varies by dataset: regression for continuous values (e.g., LD50, hERG inhibition percentage) or binary classification for toxic/non-toxic outcomes (e.g., AMES mutagenicity, cardiotoxicity, hepatotoxicity). Dataset: herg. (1) The drug is CCC(=O)N(c1ccccc1)C1(COC)CC[NH+](CCc2cccs2)CC1. The result is 1 (blocker). (2) The molecule is CN1[C@H](C[C@@H](O)c2ccccc2)CCC[C@@H]1CC(=O)c1ccccc1.CS(=O)(=O)Nc1ccc2c(c1)C(=O)CC1(CCN([C@@H]3CCc4cc(C#N)ccc4C3)CC1)O2. The result is 1 (blocker). (3) The molecule is Nc1ccncc1. The result is 0 (non-blocker). (4) The compound is COc1ccc2c(c1)c(CC(=O)[O-])c(C)n2C(=O)c1ccc(Cl)cc1. The result is 0 (non-blocker). (5) The compound is CCc1cn(-c2ccc(F)cc2)c2ccc(Cl)cc12. The result is 0 (non-blocker). (6) The drug is Fc1ccc(C(OCCN2CCN(CCCc3ccccc3)CC2)c2ccc(F)cc2)cc1. The result is 1 (blocker).